From a dataset of Full USPTO retrosynthesis dataset with 1.9M reactions from patents (1976-2016). Predict the reactants needed to synthesize the given product. (1) Given the product [Br:26][C:20]1[C:19]2[C:23](=[CH:24][CH:25]=[C:17]([C:14]3[N:13]=[C:12]([C:4]4[CH:5]=[CH:6][C:7]([O:8][CH:9]([CH3:11])[CH3:10])=[C:2]([Cl:1])[CH:3]=4)[O:16][N:15]=3)[CH:18]=2)[NH:22][CH:21]=1, predict the reactants needed to synthesize it. The reactants are: [Cl:1][C:2]1[CH:3]=[C:4]([C:12]2[O:16][N:15]=[C:14]([C:17]3[CH:18]=[C:19]4[C:23](=[CH:24][CH:25]=3)[NH:22][CH:21]=[CH:20]4)[N:13]=2)[CH:5]=[CH:6][C:7]=1[O:8][CH:9]([CH3:11])[CH3:10].[Br:26]Br. (2) Given the product [Si:38]([O:45][CH2:46][CH2:47][CH2:48][O:49][C:50]1[CH:64]=[CH:63][C:53]([N:54]([C:55]2[CH:60]=[CH:59][C:58]([O:61][CH3:62])=[CH:57][CH:56]=2)[C:15]2[CH:16]=[CH:17][C:18]([N:19]([C:28]3[CH:29]=[CH:30][C:31]([O:34][CH3:35])=[CH:32][CH:33]=3)[C:20]3[CH:25]=[CH:24][C:23]([O:26][CH3:27])=[CH:22][CH:21]=3)=[CH:36][CH:37]=2)=[CH:52][CH:51]=1)([C:41]([CH3:42])([CH3:44])[CH3:43])([CH3:40])[CH3:39], predict the reactants needed to synthesize it. The reactants are: C(P(C(C)(C)C)C(C)(C)C)(C)(C)C.Br[C:15]1[CH:37]=[CH:36][C:18]([N:19]([C:28]2[CH:33]=[CH:32][C:31]([O:34][CH3:35])=[CH:30][CH:29]=2)[C:20]2[CH:25]=[CH:24][C:23]([O:26][CH3:27])=[CH:22][CH:21]=2)=[CH:17][CH:16]=1.[Si:38]([O:45][CH2:46][CH2:47][CH2:48][O:49][C:50]1[CH:64]=[CH:63][C:53]([NH:54][C:55]2[CH:60]=[CH:59][C:58]([O:61][CH3:62])=[CH:57][CH:56]=2)=[CH:52][CH:51]=1)([C:41]([CH3:44])([CH3:43])[CH3:42])([CH3:40])[CH3:39].CC(C)([O-])C.[Na+]. (3) Given the product [CH3:16][N:14]([CH3:15])[C:12]1[C:11]([C:17]([F:18])([F:20])[F:19])=[CH:10][C:9]2[NH:21][C:22](=[O:39])[CH2:23][C:24]([C:26]3[CH:31]=[CH:30][CH:29]=[C:28]([C:32]4[CH:37]=[CH:36][CH:35]=[C:34]([CH3:38])[N:33]=4)[CH:27]=3)=[N:7][C:8]=2[CH:13]=1, predict the reactants needed to synthesize it. The reactants are: C(OC(=O)[NH:7][C:8]1[CH:13]=[C:12]([N:14]([CH3:16])[CH3:15])[C:11]([C:17]([F:20])([F:19])[F:18])=[CH:10][C:9]=1[NH:21][C:22](=[O:39])[CH2:23][C:24]([C:26]1[CH:31]=[CH:30][CH:29]=[C:28]([C:32]2[CH:37]=[CH:36][CH:35]=[C:34]([CH3:38])[N:33]=2)[CH:27]=1)=O)(C)(C)C.C(O)(C(F)(F)F)=O. (4) The reactants are: [OH:1][CH2:2][C:3]1[O:7][N:6]=[C:5]([C:8]([O:10]CC)=[O:9])[CH:4]=1.[F:13][C:14]1[C:15]([CH2:24]Br)=[CH:16][C:17]2[C:22]([CH:23]=1)=[CH:21][CH:20]=[CH:19][CH:18]=2.C1OCCOCCOCCOCCOCCOC1.[H-].[Na+].Cl.[OH-].[K+]. Given the product [F:13][C:14]1[C:15]([CH2:24][O:1][CH2:2][C:3]2[O:7][N:6]=[C:5]([C:8]([OH:10])=[O:9])[CH:4]=2)=[CH:16][C:17]2[C:22]([CH:23]=1)=[CH:21][CH:20]=[CH:19][CH:18]=2, predict the reactants needed to synthesize it. (5) Given the product [Cl:13][C:5]1[N:4]=[C:3]([C:1]#[N:2])[CH:8]=[C:7]([CH3:9])[CH:6]=1, predict the reactants needed to synthesize it. The reactants are: [C:1]([C:3]1[CH:8]=[C:7]([CH3:9])[CH:6]=[CH:5][N+:4]=1[O-])#[N:2].P(Cl)(Cl)([Cl:13])=O. (6) Given the product [CH3:32][N:2]([CH3:1])[CH2:3][CH2:4][CH2:5][C:6]1[CH:7]=[CH:8][C:9]([S:12]([NH:15][CH2:16][C:17]2[CH:31]=[CH:30][C:20]([C:21]([NH:23][C:24]3[CH:25]=[N:26][CH:27]=[CH:28][CH:29]=3)=[O:22])=[CH:19][CH:18]=2)(=[O:14])=[O:13])=[CH:10][CH:11]=1, predict the reactants needed to synthesize it. The reactants are: [CH3:1][N:2]([CH3:32])[CH2:3][C:4]#[C:5][C:6]1[CH:11]=[CH:10][C:9]([S:12]([NH:15][CH2:16][C:17]2[CH:31]=[CH:30][C:20]([C:21]([NH:23][C:24]3[CH:25]=[N:26][CH:27]=[CH:28][CH:29]=3)=[O:22])=[CH:19][CH:18]=2)(=[O:14])=[O:13])=[CH:8][CH:7]=1.